From a dataset of Drug-target binding data from BindingDB using IC50 measurements. Regression. Given a target protein amino acid sequence and a drug SMILES string, predict the binding affinity score between them. We predict pIC50 (pIC50 = -log10(IC50 in M); higher means more potent). Dataset: bindingdb_ic50. (1) The compound is N#Cc1c(NC(=O)c2cc(S(=O)(=O)N3CCOCC3)c(Cl)cc2Cl)sc2c1CCCC2. The target protein sequence is MKLTIHEIAQVVGAKNDISIFEDTQLEKAEFDSRLIGTGDLFVPLKGARDGHDFIETAFENGAAVTLSEKEVSNHPYILVDDVLTAFQSLASYYLEKTTVDVFAVTGSNGKTTTKDMLAHLLSTRYKTYKTQGNYNNEIGLPYTVLHMPEGTEKLVLEMGQDHLGDIHLLSELARPKTAIVTLVGEAHLAFFKDRSEIAKGKMQIADGMASGSLLLAPADPIVEDYLPTDKKVVRFGQGAELEITDLVERKDSLTFKANFLEQALDLPVTGKYNATNAMIASYVALQEGVSEEQIRLAFQDLELTRNRTEWKKAANGADILSDVYNANPTAMKLILETFSAIPANEGGKKIAVLADMKELGDQSVQLHNQMILSLSPDVLDTVIFYGQDIAQLAQLASQMFPIGHVYYFKKTEDQDQFEDLVKQVKESLGAHDQILLKGSNSMNLAKLVESLENEDK. The pIC50 is 6.0. (2) The drug is COC(Cc1scnc1C(=O)Nc1nccs1)CC(C)C. The target protein (Q01662) has sequence MSTATTTVTTSDQASHPTKIYCSGLQCGRETSSQMKCPVCLKQGIVSIFCDTSCYENNYKAHKALHNAKDGLEGAYDPFPKFKYSGKVKASYPLTPRRYVPEDIPKPDWAANGLPVSEQRNDRLNNIPIYKKDQIKKIRKACMLGREVLDIAAAHVRPGITTDELDEIVHNETIKRGAYPSPLNYYNFPKSLCTSVNEVICHGVPDKTVLKEGDIVNLDVSLYYQGYHADLNETYYVGENISKEALNTTETSRECLKLAIKMCKPGTTFQELGDHIEKHATENKCSVVRTYCGHGVGEFFHCSPNIPHYAKNRTPGVMKPGMVFTIEPMINEGTWKDMTWPDDWTSTTQDGKLSAQFEHTLLVTEHGVEILTARNKKSPGGPRQRIK. The pIC50 is 6.3.